Dataset: Full USPTO retrosynthesis dataset with 1.9M reactions from patents (1976-2016). Task: Predict the reactants needed to synthesize the given product. (1) Given the product [N:14]1[C:15]2[CH2:16][CH2:17][NH:8][CH2:9][C:10]=2[CH:11]=[CH:12][CH:13]=1, predict the reactants needed to synthesize it. The reactants are: C([N:8]1[CH2:17][CH2:16][C:15]2[N:14]=[CH:13][CH:12]=[CH:11][C:10]=2[CH2:9]1)C1C=CC=CC=1. (2) Given the product [S:4]1[CH2:5][CH2:6][CH2:7][S:8][CH2:9][CH:2]([O:1][C:19]([NH:18][CH2:17][CH2:16][O:15][C:10](=[O:14])[C:11]([CH3:13])=[CH2:12])=[O:20])[CH2:3]1, predict the reactants needed to synthesize it. The reactants are: [OH:1][CH:2]1[CH2:9][S:8][CH2:7][CH2:6][CH2:5][S:4][CH2:3]1.[C:10]([O:15][CH2:16][CH2:17][N:18]=[C:19]=[O:20])(=[O:14])[C:11]([CH3:13])=[CH2:12]. (3) Given the product [NH:1]1[C:10]2[C:5](=[CH:6][CH:7]=[CH:8][CH:9]=2)[CH2:4][CH:3]=[N:2]1, predict the reactants needed to synthesize it. The reactants are: [N:1]1[C:10]2[C:5](=[CH:6][CH:7]=[CH:8][CH:9]=2)[C:4](CO)=[CH:3][N:2]=1.N1C2C(=CC=CC=2)C(CO)C=N1.CN1C2N=C(Cl)N(CC=C(C)C)C=2C(=O)NC1=O.C1(P(C2C=CC=CC=2)C2C=CC=CC=2)C=CC=CC=1.N(C(OCC)=O)=NC(OCC)=O. (4) Given the product [ClH:1].[Cl:1][C:2]1[CH:42]=[CH:41][C:5]([CH2:6][C@@H:7]([NH:28][CH:29]2[CH2:34][CH2:33][CH:32]([C:35]3[O:39][N:38]=[C:37]([CH3:40])[N:36]=3)[CH2:31][CH2:30]2)[C:8]([N:10]2[CH2:11][CH2:12][C:13]([CH:22]3[CH2:23][CH2:24][CH2:25][CH2:26][CH2:27]3)([CH2:16][N:17]3[CH:21]=[N:20][CH:19]=[N:18]3)[CH2:14][CH2:15]2)=[O:9])=[CH:4][CH:3]=1, predict the reactants needed to synthesize it. The reactants are: [Cl:1][C:2]1[CH:42]=[CH:41][C:5]([CH2:6][C@@H:7]([NH:28][CH:29]2[CH2:34][CH2:33][CH:32]([C:35]3[O:39][N:38]=[C:37]([CH3:40])[N:36]=3)[CH2:31][CH2:30]2)[C:8]([N:10]2[CH2:15][CH2:14][C:13]([CH:22]3[CH2:27][CH2:26][CH2:25][CH2:24][CH2:23]3)([CH2:16][N:17]3[CH:21]=[N:20][CH:19]=[N:18]3)[CH2:12][CH2:11]2)=[O:9])=[CH:4][CH:3]=1.Cl. (5) Given the product [CH3:1][C:2]1[CH:7]=[C:6]([C:29]2[S:33][C:32]([C:34]3([C:40]#[N:41])[CH2:39][CH2:38][CH2:37][CH2:36][CH2:35]3)=[N:31][CH:30]=2)[CH:5]=[C:4]([NH:17][C:18]2[N:23]=[C:22]([C:24]([F:27])([F:25])[F:26])[CH:21]=[CH:20][N:19]=2)[CH:3]=1, predict the reactants needed to synthesize it. The reactants are: [CH3:1][C:2]1[CH:3]=[C:4]([NH:17][C:18]2[N:23]=[C:22]([C:24]([F:27])([F:26])[F:25])[CH:21]=[CH:20][N:19]=2)[CH:5]=[C:6](B2OC(C)(C)C(C)(C)O2)[CH:7]=1.Br[C:29]1[S:33][C:32]([C:34]2([C:40]#[N:41])[CH2:39][CH2:38][CH2:37][CH2:36][CH2:35]2)=[N:31][CH:30]=1.C(=O)([O-])[O-].[Cs+].[Cs+].CC(C1C=C(C(C)C)C(C2C=CC=CC=2P(C2CCCCC2)C2CCCCC2)=C(C(C)C)C=1)C. (6) Given the product [C:15]([N:18]1[CH2:24][C:23]2=[C:22]3[C:28](=[CH:27][CH:26]=[CH:25]2)[CH:30]2[CH2:31][CH2:32][CH2:33][CH:29]2[CH2:10][N:21]3[CH2:20][CH2:19]1)(=[O:17])[CH3:16], predict the reactants needed to synthesize it. The reactants are: COCOC.B(F)(F)F.[CH3:10]COCC.[C:15]([N:18]1[CH2:24][C:23]2[CH:25]=[CH:26][CH:27]=[CH:28][C:22]=2[NH:21][CH2:20][CH2:19]1)(=[O:17])[CH3:16].[CH:29]1[CH2:33][CH2:32][CH2:31][CH:30]=1.[OH-].[Na+].